From a dataset of NCI-60 drug combinations with 297,098 pairs across 59 cell lines. Regression. Given two drug SMILES strings and cell line genomic features, predict the synergy score measuring deviation from expected non-interaction effect. Drug 1: CC1=CC2C(CCC3(C2CCC3(C(=O)C)OC(=O)C)C)C4(C1=CC(=O)CC4)C. Drug 2: CC12CCC3C(C1CCC2OP(=O)(O)O)CCC4=C3C=CC(=C4)OC(=O)N(CCCl)CCCl.[Na+]. Cell line: MOLT-4. Synergy scores: CSS=2.93, Synergy_ZIP=-2.68, Synergy_Bliss=-2.89, Synergy_Loewe=-2.00, Synergy_HSA=-1.63.